This data is from Drug-target binding data from BindingDB using Ki measurements. The task is: Regression. Given a target protein amino acid sequence and a drug SMILES string, predict the binding affinity score between them. We predict pKi (pKi = -log10(Ki in M); higher means stronger inhibition). Dataset: bindingdb_ki. (1) The pKi is 5.0. The small molecule is C[N+](C)(C)CCCCCCCCCC[N+](C)(C)C. The target protein (P49581) has sequence MHPKRRLCWCLPASGAWAFMLTSLIADTTACESEERLFHKLFSRYNQFIRPVENVSDPVTVHFELAITQLTNVDEVNQIMETNLWLRHIWNDYKLRRDPREYDGIEFVRVPADKIWKPDIVLYNNAVGDFQVEGKTKALLRYDGMITWTPPAIFKSSCPMDITFFPFDHQNCSLKFGSWTYDKAKIDLLIIGSKVDMNEFWENSEWEIVDASGYKHDIKYNCCEEIYTDITYSFYIRRLPMFYTINLIIPCLFISFLTVLVFYLPSDCGEKVTLCISVLLSLTVFLLVITETIPSTSLVIPLVGEYLLFTMIFVTLSIVITVFVLNIHYRTPTTHTMPKWVKTVFLSLLPKVLLMQRPLEQEKKNISKKTKKGSAKTSGKSKHSKHKDNKLHKEQRCCHCDKADDLTSTRRSRLSHQSLKWMAEHTEYSPEVKDVINNVQFIAENMKSQNETKEVEDDWKYVAMVIDRVFLWVFIILCVFGTAGLFIQPLIADT. (2) The small molecule is CCCCCCCCCCCC(=O)N[C@@H](Cc1ccc(O)cc1)C(=O)N[C@@H](CCC(=O)O)C(=O)N[C@@H](CC(C)C)C(=O)O. The target protein (P22141) has sequence MDIILGIRVQDSVILASSKAVTRGISVLKDSDDKTRQLSPHTLMSFAGEAGDTVQFAEYIQANIQLYSIREDYELSPQAVSSFVRQELAKSIRSRRPYQVNVLIGGYDKKKNKPELYQIDYLGTKVELPYGAHGYSGFYTFSLLDHHYRPDMTTEEGLDLLKLCVQELEKRMPMDFKGVIVKIVDKDGIRQVDDFQAQ. The pKi is 4.1.